From a dataset of Full USPTO retrosynthesis dataset with 1.9M reactions from patents (1976-2016). Predict the reactants needed to synthesize the given product. (1) The reactants are: C([O:3][C:4]([C:6]1[CH:7]=[N:8][N:9]2[CH:14]=[C:13]([C:15]3[CH:20]=[CH:19][C:18]([O:21][CH3:22])=[CH:17][CH:16]=3)[CH:12]=[N:11][C:10]=12)=[O:5])C.[OH-].[Na+].Cl. Given the product [CH3:22][O:21][C:18]1[CH:17]=[CH:16][C:15]([C:13]2[CH:12]=[N:11][C:10]3[N:9]([N:8]=[CH:7][C:6]=3[C:4]([OH:5])=[O:3])[CH:14]=2)=[CH:20][CH:19]=1, predict the reactants needed to synthesize it. (2) Given the product [CH3:1][C:2]1([CH3:12])[C:10]2[CH:9]=[C:8]([O:11][C:20]3[CH:25]=[CH:24][C:23]([N+:26]([O-:28])=[O:27])=[CH:22][CH:21]=3)[CH:7]=[CH:6][C:5]=2[CH2:4][O:3]1, predict the reactants needed to synthesize it. The reactants are: [CH3:1][C:2]1([CH3:12])[C:10]2[C:5](=[CH:6][CH:7]=[C:8]([OH:11])[CH:9]=2)[CH2:4][O:3]1.C(=O)([O-])[O-].[K+].[K+].F[C:20]1[CH:25]=[CH:24][C:23]([N+:26]([O-:28])=[O:27])=[CH:22][CH:21]=1.O. (3) Given the product [CH3:1][O:2][C:3]1[N:8]=[C:7]2[C:9]([C:13]3[NH:36][C:16]4=[N:17][CH:18]=[CH:19][C:20]([CH2:21][NH:22][CH2:23][C:24]5[CH:25]=[CH:26][C:27]([N:30]6[CH2:31][CH2:32][O:33][CH2:34][CH2:35]6)=[CH:28][CH:29]=5)=[C:15]4[CH:14]=3)=[CH:10][N:11]([CH3:12])[C:6]2=[CH:5][C:4]=1[O:47][CH3:48], predict the reactants needed to synthesize it. The reactants are: [CH3:1][O:2][C:3]1[N:8]=[C:7]2[C:9]([C:13]3[N:36](S(C4C=CC(C)=CC=4)(=O)=O)[C:16]4=[N:17][CH:18]=[CH:19][C:20]([CH2:21][NH:22][CH2:23][C:24]5[CH:29]=[CH:28][C:27]([N:30]6[CH2:35][CH2:34][O:33][CH2:32][CH2:31]6)=[CH:26][CH:25]=5)=[C:15]4[CH:14]=3)=[CH:10][N:11]([CH3:12])[C:6]2=[CH:5][C:4]=1[O:47][CH3:48].[OH-].[K+]. (4) Given the product [Br:8][C:9]1[CH:17]=[CH:16][C:12]([C:13]([N:26]([CH2:27][C:28]2[CH:29]=[CH:30][C:31]([C:32]([O:34][CH3:35])=[O:33])=[CH:36][CH:37]=2)[CH2:18][CH2:19][C:20]2[CH:21]=[CH:22][CH:23]=[CH:24][CH:25]=2)=[O:14])=[CH:11][CH:10]=1, predict the reactants needed to synthesize it. The reactants are: C(N(CC)CC)C.[Br:8][C:9]1[CH:17]=[CH:16][C:12]([C:13](Cl)=[O:14])=[CH:11][CH:10]=1.[CH2:18]([NH:26][CH2:27][C:28]1[CH:37]=[CH:36][C:31]([C:32]([O:34][CH3:35])=[O:33])=[CH:30][CH:29]=1)[CH2:19][C:20]1[CH:25]=[CH:24][CH:23]=[CH:22][CH:21]=1.